Dataset: Forward reaction prediction with 1.9M reactions from USPTO patents (1976-2016). Task: Predict the product of the given reaction. (1) Given the reactants [CH3:1][O:2][C:3]1[CH:4]=[C:5]([CH2:23][C:24]([O:26][CH2:27][CH3:28])=[O:25])[CH:6]=[CH:7][C:8]=1[O:9][C:10]1[C:11]([N+:20]([O-])=O)=[C:12]2[C:17](=[CH:18][CH:19]=1)[N:16]=[CH:15][CH:14]=[CH:13]2, predict the reaction product. The product is: [NH2:20][C:11]1[C:10]([O:9][C:8]2[CH:7]=[CH:6][C:5]([CH2:23][C:24]([O:26][CH2:27][CH3:28])=[O:25])=[CH:4][C:3]=2[O:2][CH3:1])=[CH:19][CH:18]=[C:17]2[C:12]=1[CH:13]=[CH:14][CH:15]=[N:16]2. (2) Given the reactants Cl[C:2](Cl)(Cl)[CH:3]([OH:5])O.S([O-])([O-])(=O)=O.[Na+].[Na+].[Br:15][C:16]1[CH:17]=[CH:18][C:19]([CH3:23])=[C:20]([CH:22]=1)[NH2:21].Cl.Cl.N[OH:27], predict the reaction product. The product is: [Br:15][C:16]1[CH:17]=[CH:18][C:19]([CH3:23])=[C:20]2[C:22]=1[C:3](=[O:5])[C:2](=[O:27])[NH:21]2.